Predict the product of the given reaction. From a dataset of Forward reaction prediction with 1.9M reactions from USPTO patents (1976-2016). (1) Given the reactants [Cl:1][C:2]1[CH:3]=[N+:4]([O-:27])[CH:5]=[C:6]([Cl:26])[C:7]=1[CH2:8][C@@H:9]([C:11]1[CH:16]=[CH:15][C:14]([O:17][CH:18]([F:20])[F:19])=[C:13]([O:21][CH2:22][CH:23]2[CH2:25][CH2:24]2)[CH:12]=1)[OH:10].[CH3:28][S:29]([O:32][C:33]1[CH:34]=[C:35]([CH:39]=[CH:40][C:41]=1[CH2:42][N:43]1[CH2:48][CH2:47][O:46][CH2:45][CH2:44]1)[C:36](O)=[O:37])(=[O:31])=[O:30].Cl.C(N=C=NCCCN(C)C)C, predict the reaction product. The product is: [Cl:1][C:2]1[CH:3]=[N+:4]([O-:27])[CH:5]=[C:6]([Cl:26])[C:7]=1[CH2:8][C@@H:9]([C:11]1[CH:16]=[CH:15][C:14]([O:17][CH:18]([F:20])[F:19])=[C:13]([O:21][CH2:22][CH:23]2[CH2:25][CH2:24]2)[CH:12]=1)[O:10][C:36](=[O:37])[C:35]1[CH:39]=[CH:40][C:41]([CH2:42][N:43]2[CH2:44][CH2:45][O:46][CH2:47][CH2:48]2)=[C:33]([O:32][S:29]([CH3:28])(=[O:31])=[O:30])[CH:34]=1. (2) Given the reactants [I:1][C:2]1[CH:3]=[CH:4][C:5]([NH:8][N:9]=[CH:10][C:11]2[CH:16]=[CH:15][CH:14]=[C:13]([C:17]([F:20])([F:19])[F:18])[CH:12]=2)=[N:6][CH:7]=1.CCO.C(OI(C1C=CC=CC=1)OC(=O)C)(=O)C, predict the reaction product. The product is: [I:1][C:2]1[CH:3]=[CH:4][C:5]2[N:6]([C:10]([C:11]3[CH:16]=[CH:15][CH:14]=[C:13]([C:17]([F:20])([F:18])[F:19])[CH:12]=3)=[N:9][N:8]=2)[CH:7]=1. (3) Given the reactants [NH2:1][C:2]1[CH:7]=[CH:6][CH:5]=[C:4]([CH3:8])[CH:3]=1.Br[CH2:10][CH2:11][CH2:12][CH2:13][CH2:14][CH2:15][CH2:16][CH2:17][CH2:18][CH2:19][CH2:20][CH3:21], predict the reaction product. The product is: [CH2:21]([NH:1][C:2]1[CH:7]=[CH:6][CH:5]=[C:4]([CH3:8])[CH:3]=1)[CH2:20][CH2:19][CH2:18][CH2:17][CH2:16][CH2:15][CH2:14][CH2:13][CH2:12][CH2:11][CH3:10]. (4) Given the reactants [Br:1][C:2]1[CH:3]=[C:4]([NH:9][S:10]([CH:13]2[CH2:15][CH2:14]2)(=[O:12])=[O:11])[C:5]([CH3:8])=[N:6][CH:7]=1.[C:16](=O)([O-])[O-].[K+].[K+].CI, predict the reaction product. The product is: [Br:1][C:2]1[CH:3]=[C:4]([N:9]([CH3:16])[S:10]([CH:13]2[CH2:14][CH2:15]2)(=[O:12])=[O:11])[C:5]([CH3:8])=[N:6][CH:7]=1.